This data is from Catalyst prediction with 721,799 reactions and 888 catalyst types from USPTO. The task is: Predict which catalyst facilitates the given reaction. Reactant: [Br:1][C:2]1[CH:10]=[CH:9][CH:8]=[C:7]2[C:3]=1[CH:4]=[CH:5][NH:6]2.[H-].[Na+].[C:13]1([S:19](Cl)(=[O:21])=[O:20])[CH:18]=[CH:17][CH:16]=[CH:15][CH:14]=1. Product: [Br:1][C:2]1[CH:10]=[CH:9][CH:8]=[C:7]2[C:3]=1[CH:4]=[CH:5][N:6]2[S:19]([C:13]1[CH:18]=[CH:17][CH:16]=[CH:15][CH:14]=1)(=[O:21])=[O:20]. The catalyst class is: 1.